Dataset: Reaction yield outcomes from USPTO patents with 853,638 reactions. Task: Predict the reaction yield, written as a fraction of the theoretical maximum amount of product (1.0 means a 100% yield; for example, 0.34 means a 34% yield). (1) The reactants are [CH3:1][C:2]1[N:20]([CH2:21][C:22]2[C:31]3[C:26](=[CH:27][CH:28]=[CH:29][CH:30]=3)[CH:25]=[CH:24][CH:23]=2)[C:5]2=[N:6][C:7]([N:14]3[CH2:19][CH2:18][O:17][CH2:16][CH2:15]3)=[CH:8][C:9]([C:10]([O:12]C)=[O:11])=[C:4]2[N:3]=1. The catalyst is [Li+].[OH-].C1COCC1. The product is [CH3:1][C:2]1[N:20]([CH2:21][C:22]2[C:31]3[C:26](=[CH:27][CH:28]=[CH:29][CH:30]=3)[CH:25]=[CH:24][CH:23]=2)[C:5]2=[N:6][C:7]([N:14]3[CH2:19][CH2:18][O:17][CH2:16][CH2:15]3)=[CH:8][C:9]([C:10]([OH:12])=[O:11])=[C:4]2[N:3]=1. The yield is 0.500. (2) The reactants are [NH2:1][C:2]1[CH:7]=[CH:6][C:5]([C:8]2[N:9]([CH2:21][CH3:22])[C:10]3[C:15]([C:16]=2[C:17]#[N:18])=[CH:14][CH:13]=[C:12]([O:19][CH3:20])[CH:11]=3)=[CH:4][CH:3]=1.Cl[C:24]1[C:33]2[C:28](=[CH:29][CH:30]=[CH:31][CH:32]=2)[N:27]=[C:26]([C:34]2[CH:39]=[CH:38][CH:37]=[CH:36][CH:35]=2)[N:25]=1.C(N(C(C)C)CC)(C)C. The catalyst is C(O)C. The product is [CH2:21]([N:9]1[C:10]2[C:15](=[CH:14][CH:13]=[C:12]([O:19][CH3:20])[CH:11]=2)[C:16]([C:17]#[N:18])=[C:8]1[C:5]1[CH:4]=[CH:3][C:2]([NH:1][C:24]2[C:33]3[C:28](=[CH:29][CH:30]=[CH:31][CH:32]=3)[N:27]=[C:26]([C:34]3[CH:39]=[CH:38][CH:37]=[CH:36][CH:35]=3)[N:25]=2)=[CH:7][CH:6]=1)[CH3:22]. The yield is 0.820. (3) The reactants are C([O:3][CH:4](OCC)[C:5]1[O:13][C:12]2[C:11]([C:14]3[CH:19]=[CH:18][CH:17]=[C:16]([CH2:20][N:21]4[CH2:26][CH2:25][O:24][CH2:23][CH2:22]4)[CH:15]=3)=[CH:10][N:9]=[CH:8][C:7]=2[CH:6]=1)C.Cl.C(=O)(O)[O-].[Na+]. The catalyst is O1CCCC1. The product is [O:24]1[CH2:25][CH2:26][N:21]([CH2:20][C:16]2[CH:15]=[C:14]([C:11]3[C:12]4[O:13][C:5]([CH:4]=[O:3])=[CH:6][C:7]=4[CH:8]=[N:9][CH:10]=3)[CH:19]=[CH:18][CH:17]=2)[CH2:22][CH2:23]1. The yield is 0.800. (4) The reactants are Cl[C:2]1[C:7]2[C:8](=[O:22])[N:9]([CH2:11][C:12]3[CH:17]=[CH:16][C:15]([O:18][CH3:19])=[CH:14][C:13]=3[O:20][CH3:21])[CH2:10][C:6]=2[C:5]([F:23])=[C:4]([NH:24][C@H:25]2[CH2:30][CH2:29][CH2:28][CH2:27][C@H:26]2[NH:31][C:32](=[O:38])[O:33][C:34]([CH3:37])([CH3:36])[CH3:35])[N:3]=1.[CH3:39][N:40]1[CH:44]=[C:43](B2OC(C)(C)C(C)(C)O2)[CH:42]=[N:41]1.C(=O)([O-])[O-].[Na+].[Na+]. The catalyst is COCCOC.Cl[Pd](Cl)([P](C1C=CC=CC=1)(C1C=CC=CC=1)C1C=CC=CC=1)[P](C1C=CC=CC=1)(C1C=CC=CC=1)C1C=CC=CC=1. The product is [CH3:21][O:20][C:13]1[CH:14]=[C:15]([O:18][CH3:19])[CH:16]=[CH:17][C:12]=1[CH2:11][N:9]1[CH2:10][C:6]2[C:5]([F:23])=[C:4]([NH:24][C@H:25]3[CH2:30][CH2:29][CH2:28][CH2:27][C@H:26]3[NH:31][C:32](=[O:38])[O:33][C:34]([CH3:37])([CH3:36])[CH3:35])[N:3]=[C:2]([C:43]3[CH:42]=[N:41][N:40]([CH3:39])[CH:44]=3)[C:7]=2[C:8]1=[O:22]. The yield is 0.640. (5) The reactants are [C:1]([C:4]1[S:8][C:7]([NH2:9])=[N:6][C:5]=1[CH3:10])(=[O:3])[CH3:2].C(N(CC)CC)C.Cl[CH2:19][CH2:20][N:21]=[C:22]=[O:23]. The catalyst is O1CCCC1. The product is [C:1]([C:4]1[S:8][C:7]([N:9]2[CH2:19][CH2:20][NH:21][C:22]2=[O:23])=[N:6][C:5]=1[CH3:10])(=[O:3])[CH3:2]. The yield is 0.990. (6) The reactants are [NH2:1][C:2]1[C:7]([F:8])=[C:6]([C:9]2[CH:14]=[CH:13][C:12]([Cl:15])=[C:11]([F:16])[CH:10]=2)[N:5]=[C:4]([C:17]([O:19][CH3:20])=[O:18])[CH:3]=1.[I:21](O)(=O)(=O)=O.II. The catalyst is CO.ClCCl. The product is [NH2:1][C:2]1[C:7]([F:8])=[C:6]([C:9]2[CH:14]=[CH:13][C:12]([Cl:15])=[C:11]([F:16])[CH:10]=2)[N:5]=[C:4]([C:17]([O:19][CH3:20])=[O:18])[C:3]=1[I:21]. The yield is 0.950. (7) The reactants are [NH2:1][C:2]1[CH:7]=[C:6]([OH:8])[CH:5]=[CH:4][C:3]=1[S:9][C:10]1[CH:15]=[CH:14][C:13]([NH:16][C:17](=[O:19])[CH3:18])=[CH:12][CH:11]=1.[CH3:20][C:21]([CH2:23]Br)=[CH2:22].C(=O)([O-])[O-].[K+].[K+]. The catalyst is CN(C=O)C. The product is [NH2:1][C:2]1[CH:7]=[C:6]([O:8][CH2:22][C:21]([CH3:23])=[CH2:20])[CH:5]=[CH:4][C:3]=1[S:9][C:10]1[CH:15]=[CH:14][C:13]([NH:16][C:17](=[O:19])[CH3:18])=[CH:12][CH:11]=1. The yield is 1.00.